From a dataset of Full USPTO retrosynthesis dataset with 1.9M reactions from patents (1976-2016). Predict the reactants needed to synthesize the given product. (1) Given the product [ClH:1].[C:2]([C:4]1[CH:5]=[C:6]([NH:10][CH:11]([C:29]2[CH:34]=[CH:33][CH:32]=[CH:31][C:30]=2[F:35])[C:12]([NH:14][C:15]2[CH:20]=[CH:19][C:18]([N:21]3[CH2:26][CH2:25][CH2:24][CH2:23][C:22]3=[O:27])=[C:17]([CH3:28])[CH:16]=2)=[O:13])[CH:7]=[CH:8][CH:9]=1)#[N:3], predict the reactants needed to synthesize it. The reactants are: [ClH:1].[C:2]([C:4]1[CH:5]=[C:6]([NH:10][CH:11]([C:29]2[CH:34]=[CH:33][CH:32]=[CH:31][C:30]=2[F:35])[C:12]([NH:14][C:15]2[CH:20]=[CH:19][C:18]([N:21]3[CH2:26][CH2:25][CH2:24][CH2:23][C:22]3=[O:27])=[C:17]([CH3:28])[CH:16]=2)=[O:13])[CH:7]=[CH:8][CH:9]=1)#[N:3]. (2) Given the product [CH3:13][N:11]([CH3:12])[C:7]1[CH:8]=[CH:9][CH:10]=[C:5]2[C:6]=1[CH:14]=[C:16]([CH:17]1[CH2:25][CH2:24][N:23]([CH3:26])[CH2:22][CH2:21]1)[NH:3][C:4]2=[O:15], predict the reactants needed to synthesize it. The reactants are: C([N:3]([CH2:16][CH3:17])[C:4](=[O:15])[C:5]1[CH:10]=[CH:9][CH:8]=[C:7]([N:11]([CH3:13])[CH3:12])[C:6]=1[CH3:14])C.C(C1[CH2:25][CH2:24][N:23]([CH3:26])[CH2:22][CH2:21]1)#N. (3) Given the product [CH2:12]([NH:19][C:20]([NH:1][C:2]1[CH:3]=[C:4]2[C:9](=[CH:10][CH:11]=1)[N:8]=[CH:7][CH:6]=[CH:5]2)=[O:21])[C:13]1[CH:18]=[CH:17][CH:16]=[CH:15][CH:14]=1, predict the reactants needed to synthesize it. The reactants are: [NH2:1][C:2]1[CH:3]=[C:4]2[C:9](=[CH:10][CH:11]=1)[N:8]=[CH:7][CH:6]=[CH:5]2.[CH2:12]([N:19]=[C:20]=[O:21])[C:13]1[CH:18]=[CH:17][CH:16]=[CH:15][CH:14]=1. (4) Given the product [CH3:21][O:22][C:23](=[O:46])[CH2:24][C@@H:25]1[N:31]=[C:30]([C:32]2[CH:37]=[CH:36][C:35]([Cl:38])=[CH:34][CH:33]=2)[C:29]2[CH:39]=[C:40]([O:43][CH3:44])[CH:41]=[CH:42][C:28]=2[NH:27][C:26]1=[S:2], predict the reactants needed to synthesize it. The reactants are: P12(SP3(SP(SP(S3)(S1)=S)(=S)S2)=S)=[S:2].C([O-])([O-])=O.[Na+].[Na+].[CH3:21][O:22][C:23](=[O:46])[CH2:24][C@@H:25]1[N:31]=[C:30]([C:32]2[CH:37]=[CH:36][C:35]([Cl:38])=[CH:34][CH:33]=2)[C:29]2[CH:39]=[C:40]([O:43][CH3:44])[CH:41]=[CH:42][C:28]=2[NH:27][C:26]1=O. (5) Given the product [ClH:30].[F:1][C:2]1[CH:3]=[CH:4][C:5]([CH2:8][O:9][C:10]2[CH:15]=[CH:14][N:13]([C:16]3[CH:21]=[CH:20][C:19]4[C:22]5[CH2:23][NH:24][CH2:25][CH2:26][C:27]=5[O:28][C:18]=4[CH:17]=3)[C:12](=[O:29])[CH:11]=2)=[N:6][CH:7]=1, predict the reactants needed to synthesize it. The reactants are: [F:1][C:2]1[CH:3]=[CH:4][C:5]([CH2:8][O:9][C:10]2[CH:15]=[CH:14][N:13]([C:16]3[CH:21]=[CH:20][C:19]4[C:22]5[CH2:23][NH:24][CH2:25][CH2:26][C:27]=5[O:28][C:18]=4[CH:17]=3)[C:12](=[O:29])[CH:11]=2)=[N:6][CH:7]=1.[ClH:30].CCOCC.